From a dataset of Reaction yield outcomes from USPTO patents with 853,638 reactions. Predict the reaction yield, written as a fraction of the theoretical maximum amount of product (1.0 means a 100% yield; for example, 0.34 means a 34% yield). (1) The reactants are [C:1]([N:3]1[CH2:8][CH2:7][N:6]([C:9]([O:11][C:12]([CH3:15])([CH3:14])[CH3:13])=[O:10])[CH2:5][CH2:4]1)#[N:2].[NH2:16][OH:17]. The catalyst is C(O)C. The product is [OH:17][NH:16][C:1](=[NH:2])[N:3]1[CH2:4][CH2:5][N:6]([C:9]([O:11][C:12]([CH3:14])([CH3:13])[CH3:15])=[O:10])[CH2:7][CH2:8]1. The yield is 0.830. (2) The yield is 0.680. The catalyst is O. The reactants are C(OC[C:6]1[CH:11]=[C:10]([NH:12][C:13]2[C:18]([CH2:19][CH3:20])=[C:17]([CH3:21])[N:16]=[C:15]([C:22]3[S:23][C:24]([Cl:27])=[CH:25][CH:26]=3)[N:14]=2)[CH:9]=[CH:8][C:7]=1B1OC(C)(C)C(C)(C)O1)(=O)C.[OH-:37].[Li+].[CH2:39]1[CH2:43][O:42]CC1.CO. The product is [Cl:27][C:24]1[S:23][C:22]([C:15]2[N:14]=[C:13]([NH:12][C:10]3[CH:11]=[CH:6][C:7]([CH2:39][C:43]([OH:37])=[O:42])=[CH:8][CH:9]=3)[C:18]3[CH2:19][CH2:20][CH2:21][C:17]=3[N:16]=2)=[CH:26][CH:25]=1. (3) The reactants are [C:1]([CH2:3][CH2:4][NH:5][C:6]([C:8]1[CH:9]=[C:10]2[N:16]=[C:15]([C:17]3[CH:22]=[CH:21][C:20]([OH:23])=[CH:19][CH:18]=3)[N:14]([CH:24]3[CH2:29][CH2:28][CH2:27][CH2:26][CH2:25]3)[C:11]2=[N:12][CH:13]=1)=[O:7])#[N:2].N1C=CN=C1.[Si:35](Cl)([C:38]([CH3:41])([CH3:40])[CH3:39])([CH3:37])[CH3:36].C(OCC)(=O)C. The catalyst is CN(C)C=O. The product is [C:1]([CH2:3][CH2:4][NH:5][C:6]([C:8]1[CH:9]=[C:10]2[N:16]=[C:15]([C:17]3[CH:22]=[CH:21][C:20]([O:23][Si:35]([C:38]([CH3:41])([CH3:40])[CH3:39])([CH3:37])[CH3:36])=[CH:19][CH:18]=3)[N:14]([CH:24]3[CH2:29][CH2:28][CH2:27][CH2:26][CH2:25]3)[C:11]2=[N:12][CH:13]=1)=[O:7])#[N:2]. The yield is 0.830. (4) The reactants are [Li][CH2:2][CH2:3][CH2:4][CH3:5].CCCCC[CH2:11][CH3:12].C(O)C1C=CC=CC=1.BrC1C=CC([CH2:26][N:27]2[CH2:31][CH2:30][CH2:29][C@H:28]2[CH3:32])=C(Cl)C=1.[O:36]=[C:37]1[CH2:40][CH:39]([C:41]([OH:43])=O)[CH2:38]1.[ClH:44].[NH:45]1[CH2:49][CH2:48][CH2:47][CH2:46]1.F[P-](F)(F)(F)(F)F.N1(O[P+](N(C)C)(N(C)C)N(C)C)C2C=CC=CC=2N=N1. The catalyst is C1COCC1. The product is [Cl:44][C:3]1[CH:4]=[C:5]([C:37]2([OH:36])[CH2:38][CH:39]([C:41]([N:45]3[CH2:49][CH2:48][CH2:47][CH2:46]3)=[O:43])[CH2:40]2)[CH:11]=[CH:12][C:2]=1[CH2:26][N:27]1[CH2:31][CH2:30][CH2:29][C@H:28]1[CH3:32]. The yield is 0.630. (5) The yield is 0.550. The product is [CH3:40][NH:39][C:38]([N:25]1[CH2:26][CH:27]([CH2:28][O:29][C:30]2[CH:35]=[CH:34][C:33]([F:36])=[C:32]([F:37])[CH:31]=2)[CH:21]2[N:20]([C:18](=[O:19])[CH:13]([NH:12][C:11](=[O:42])[CH:9]([NH:7][CH3:6])[CH3:10])[C:14]([CH3:16])([CH3:17])[CH3:15])[CH2:24][CH2:23][CH:22]12)=[O:41]. The reactants are C(O[C:6](=O)[N:7]([CH:9]([C:11](=[O:42])[NH:12][CH:13]([C:18]([N:20]1[CH2:24][CH2:23][CH:22]2[N:25]([C:38](=[O:41])[NH:39][CH3:40])[CH2:26][CH:27]([CH2:28][O:29][C:30]3[CH:35]=[CH:34][C:33]([F:36])=[C:32]([F:37])[CH:31]=3)[CH:21]12)=[O:19])[C:14]([CH3:17])([CH3:16])[CH3:15])[CH3:10])C)(C)(C)C.C(O)(C(F)(F)F)=O. The catalyst is C(Cl)Cl. (6) The reactants are [CH3:1][C:2]1[O:6][N:5]=[C:4]([C:7]2[CH:12]=[CH:11][CH:10]=[CH:9][CH:8]=2)[C:3]=1[C:13]1[N:14]=[CH:15][N:16]([C:18]2[CH:23]=[CH:22][C:21]([C:24]([F:27])([F:26])[F:25])=[CH:20][CH:19]=2)[CH:17]=1.[Li]CCCC.Cl[C:34]([O:36][CH2:37][CH3:38])=[O:35].O. The catalyst is C1COCC1. The product is [CH2:37]([O:36][C:34]([C:15]1[N:16]([C:18]2[CH:19]=[CH:20][C:21]([C:24]([F:27])([F:25])[F:26])=[CH:22][CH:23]=2)[CH:17]=[C:13]([C:3]2[C:4]([C:7]3[CH:12]=[CH:11][CH:10]=[CH:9][CH:8]=3)=[N:5][O:6][C:2]=2[CH3:1])[N:14]=1)=[O:35])[CH3:38]. The yield is 0.180. (7) The reactants are [Br:1][C:2]1[C:6]([C:7]#[N:8])=[C:5](Br)[S:4][C:3]=1[C:10]([O:12][CH2:13][CH3:14])=[O:11].C(=O)([O-])[O-].[Cs+].[Cs+].[OH:21][CH2:22][CH:23]1[O:28][CH2:27][CH2:26][NH:25][CH2:24]1.O1CCCC1. The catalyst is O. The product is [Br:1][C:2]1[C:6]([C:7]#[N:8])=[C:5]([N:25]2[CH2:26][CH2:27][O:28][CH:23]([CH2:22][OH:21])[CH2:24]2)[S:4][C:3]=1[C:10]([O:12][CH2:13][CH3:14])=[O:11]. The yield is 0.410.